This data is from Full USPTO retrosynthesis dataset with 1.9M reactions from patents (1976-2016). The task is: Predict the reactants needed to synthesize the given product. (1) Given the product [NH2:6][C:7]1[N:16]=[C:15]([O:27][CH2:26][CH2:25][O:24][CH3:23])[C:14]2[C:9](=[CH:10][CH:11]=[C:12]([Br:22])[CH:13]=2)[N:8]=1, predict the reactants needed to synthesize it. The reactants are: [H-].[Na+].C([NH:6][C:7]1[N:16]=[C:15](C2N=CNN=2)[C:14]2[C:9](=[CH:10][CH:11]=[C:12]([Br:22])[CH:13]=2)[N:8]=1)(=O)C.[CH3:23][O:24][CH2:25][CH2:26][OH:27]. (2) Given the product [CH3:16][N:17]([CH:18]1[CH2:23][CH2:22][N:21]([CH3:24])[CH2:20][CH2:19]1)[C:4]1[O:5][C:6]2[CH:12]=[CH:11][C:10]([N+:13]([O-:15])=[O:14])=[CH:9][C:7]=2[N:8]=1, predict the reactants needed to synthesize it. The reactants are: C(S[C:4]1[O:5][C:6]2[CH:12]=[CH:11][C:10]([N+:13]([O-:15])=[O:14])=[CH:9][C:7]=2[N:8]=1)C.[CH3:16][NH:17][CH:18]1[CH2:23][CH2:22][N:21]([CH3:24])[CH2:20][CH2:19]1. (3) Given the product [Cl:1][C:2]1[CH:3]=[C:4]([CH2:5][NH:11][C:12]2([CH3:25])[CH2:13][CH2:14][N:15]([C:18]([O:20][C:21]([CH3:24])([CH3:23])[CH3:22])=[O:19])[CH2:16][CH2:17]2)[CH:7]=[CH:8][C:9]=1[Cl:10], predict the reactants needed to synthesize it. The reactants are: [Cl:1][C:2]1[CH:3]=[C:4]([CH:7]=[CH:8][C:9]=1[Cl:10])[CH:5]=O.[NH2:11][C:12]1([CH3:25])[CH2:17][CH2:16][N:15]([C:18]([O:20][C:21]([CH3:24])([CH3:23])[CH3:22])=[O:19])[CH2:14][CH2:13]1.[BH-](OC(C)=O)(OC(C)=O)OC(C)=O.[Na+]. (4) Given the product [Br:2][C:3]1[CH:4]=[CH:5][C:6]([F:13])=[C:7]2[C:12]=1[CH2:11][N:10]([C:23]([C@@H:21]1[CH2:22][C@H:20]1[C:14]1[CH:19]=[CH:18][CH:17]=[CH:16][CH:15]=1)=[O:24])[CH2:9][CH2:8]2, predict the reactants needed to synthesize it. The reactants are: Cl.[Br:2][C:3]1[CH:4]=[CH:5][C:6]([F:13])=[C:7]2[C:12]=1[CH2:11][NH:10][CH2:9][CH2:8]2.[C:14]1([C@@H:20]2[CH2:22][C@H:21]2[C:23](O)=[O:24])[CH:19]=[CH:18][CH:17]=[CH:16][CH:15]=1.Cl.CN(C)CCCN=C=NCC. (5) Given the product [CH3:12][O:13][C:14]1[CH:21]=[C:20]([O:22][CH3:23])[CH:19]=[CH:18][C:15]=1[CH2:16][NH:1][C:2]1[CH:3]=[C:4]2[C:9](=[CH:10][CH:11]=1)[C:7](=[O:8])[O:6][CH2:5]2, predict the reactants needed to synthesize it. The reactants are: [NH2:1][C:2]1[CH:3]=[C:4]2[C:9](=[CH:10][CH:11]=1)[C:7](=[O:8])[O:6][CH2:5]2.[CH3:12][O:13][C:14]1[CH:21]=[C:20]([O:22][CH3:23])[CH:19]=[CH:18][C:15]=1[CH:16]=O.C(O[BH-](OC(=O)C)OC(=O)C)(=O)C.[Na+].CO. (6) Given the product [Cl:16][C:13]1[CH:14]=[CH:15][C:6]([O:5][CH2:4][C:3]([OH:32])=[O:2])=[C:7]2[C:12]=1[N:11]=[C:10]([CH2:17][CH3:18])[C:9]([CH2:19][C:20]1[CH:25]=[CH:24][C:23]([Cl:26])=[CH:22][C:21]=1[F:27])=[C:8]2[O:28][CH:29]([F:30])[F:31], predict the reactants needed to synthesize it. The reactants are: C[O:2][C:3](=[O:32])[CH2:4][O:5][C:6]1[CH:15]=[CH:14][C:13]([Cl:16])=[C:12]2[C:7]=1[C:8]([O:28][CH:29]([F:31])[F:30])=[C:9]([CH2:19][C:20]1[CH:25]=[CH:24][C:23]([Cl:26])=[CH:22][C:21]=1[F:27])[C:10]([CH2:17][CH3:18])=[N:11]2.[OH-].[Li+].